From a dataset of Peptide-MHC class I binding affinity with 185,985 pairs from IEDB/IMGT. Regression. Given a peptide amino acid sequence and an MHC pseudo amino acid sequence, predict their binding affinity value. This is MHC class I binding data. The peptide sequence is DRFYKTLRA. The MHC is HLA-A29:02 with pseudo-sequence HLA-A29:02. The binding affinity (normalized) is 0.